From a dataset of Full USPTO retrosynthesis dataset with 1.9M reactions from patents (1976-2016). Predict the reactants needed to synthesize the given product. (1) Given the product [CH3:1][C:2]1([CH3:30])[C:11]2[C:6](=[CH:7][CH:8]=[C:9]([CH:12]([CH2:25][CH2:26][CH2:27][CH2:28][CH3:29])/[CH:13]=[CH:14]/[C:15]3[CH:16]=[CH:17][C:18]([C:19]([OH:21])=[O:20])=[CH:23][CH:24]=3)[CH:10]=2)[S:5][CH2:4][CH2:3]1, predict the reactants needed to synthesize it. The reactants are: [CH3:1][C:2]1([CH3:30])[C:11]2[C:6](=[CH:7][CH:8]=[C:9]([CH:12]([CH2:25][CH2:26][CH2:27][CH2:28][CH3:29])/[CH:13]=[CH:14]/[C:15]3[CH:24]=[CH:23][C:18]([C:19]([O:21]C)=[O:20])=[CH:17][CH:16]=3)[CH:10]=2)[S:5][CH2:4][CH2:3]1.O.[OH-].[Li+]. (2) Given the product [CH3:4][C:3]([C:6]1[CH:11]=[CH:10][C:9]([CH:17]2[CH2:18][CH2:19][CH2:20][CH:15]([NH:2][C@@H:1]([C:16]3[C:15]4[C:20](=[CH:11][CH:6]=[CH:7][CH:8]=4)[CH:19]=[CH:18][CH:17]=3)[CH3:3])[CH2:16]2)=[CH:8][CH:7]=1)([CH3:5])[C:1]#[N:2], predict the reactants needed to synthesize it. The reactants are: [C:1]([C:3]([C:6]1[CH:11]=[CH:10][C:9](B(O)O)=[CH:8][CH:7]=1)([CH3:5])[CH3:4])#[N:2].[C:15]1(=O)[CH2:20][CH2:19][CH2:18][CH:17]=[CH:16]1. (3) Given the product [CH3:23][O:1][C:2]([CH3:19])([CH3:18])[CH2:3][C@H:4]1[CH2:8][O:7][C:6]([CH3:10])([CH3:9])[N:5]1[C:11]([O:13][C:14]([CH3:17])([CH3:16])[CH3:15])=[O:12], predict the reactants needed to synthesize it. The reactants are: [OH:1][C:2]([CH3:19])([CH3:18])[CH2:3][C@H:4]1[CH2:8][O:7][C:6]([CH3:10])([CH3:9])[N:5]1[C:11]([O:13][C:14]([CH3:17])([CH3:16])[CH3:15])=[O:12].[H-].[Na+].I[CH3:23]. (4) The reactants are: CON(C)[C:4]([C:6]1[C:15](=[O:16])[C:14]2[C:9](=[CH:10][CH:11]=[CH:12][CH:13]=2)[N:8]([CH2:17][C:18]2[CH:23]=[CH:22][CH:21]=[C:20]([Br:24])[N:19]=2)[CH:7]=1)=[O:5]. Given the product [Br:24][C:20]1[N:19]=[C:18]([CH2:17][N:8]2[C:9]3[C:14](=[CH:13][CH:12]=[CH:11][CH:10]=3)[C:15](=[O:16])[C:6]([C:4]([C:9]3[CH:14]=[CH:15][C:6]([CH3:4])=[CH:7][N:8]=3)=[O:5])=[CH:7]2)[CH:23]=[CH:22][CH:21]=1, predict the reactants needed to synthesize it.